This data is from Full USPTO retrosynthesis dataset with 1.9M reactions from patents (1976-2016). The task is: Predict the reactants needed to synthesize the given product. (1) Given the product [F:19][C:17]([F:18])([F:20])[C:16]1[C:11]([C:8]2[CH:7]=[CH:6][C:5]([OH:4])=[CH:10][N:9]=2)=[N:12][CH:13]=[CH:14][CH:15]=1, predict the reactants needed to synthesize it. The reactants are: COC[O:4][C:5]1[CH:6]=[CH:7][C:8]([C:11]2[C:16]([C:17]([F:20])([F:19])[F:18])=[CH:15][CH:14]=[CH:13][N:12]=2)=[N:9][CH:10]=1.Cl. (2) Given the product [F:6][C:7]1([F:23])[CH2:10][CH:9]([C:11](=[O:12])[CH2:3][C:4]#[N:5])[CH2:8]1, predict the reactants needed to synthesize it. The reactants are: [H-].[Na+].[CH3:3][C:4]#[N:5].[F:6][C:7]1([F:23])[CH2:10][CH:9]([C:11](OCC2C=CC(OC)=CC=2)=[O:12])[CH2:8]1.O. (3) Given the product [CH3:26][C:22]1([CH3:27])[CH2:21][CH2:20][C:19]([CH3:29])([CH3:28])[C:18]2[CH:17]=[C:16]([C:14]3([CH2:15][C:41]4[CH:42]=[C:43]([C:50]([CH3:51])([CH3:52])[CH3:53])[C:44]([OH:45])=[C:39]([C:36]([CH3:38])([CH3:37])[CH3:35])[CH:40]=4)[C:2]4[CH:11]=[CH:10][C:5]([C:6]([O:8][CH3:9])=[O:7])=[CH:4][C:3]=4[O:12][CH2:13]3)[CH:25]=[CH:24][C:23]1=2, predict the reactants needed to synthesize it. The reactants are: I[C:2]1[CH:11]=[CH:10][C:5]([C:6]([O:8][CH3:9])=[O:7])=[CH:4][C:3]=1[O:12][CH:13]=[C:14]([C:16]1[CH:25]=[CH:24][C:23]2[C:22]([CH3:27])([CH3:26])[CH2:21][CH2:20][C:19]([CH3:29])([CH3:28])[C:18]=2[CH:17]=1)[CH3:15].C[O-].[Na+].CO.[CH3:35][C:36]([C:39]1[CH:40]=[C:41](B2OB([C:41]3[CH:42]=[C:43]([C:50]([CH3:53])([CH3:52])[CH3:51])[C:44]([O:45][Si](C)(C)C)=[C:39]([C:36]([CH3:35])([CH3:37])[CH3:38])[CH:40]=3)OB([C:41]3[CH:42]=[C:43]([C:50]([CH3:53])([CH3:52])[CH3:51])[C:44]([O:45][Si](C)(C)C)=[C:39]([C:36]([CH3:35])([CH3:37])[CH3:38])[CH:40]=3)O2)[CH:42]=[C:43]([C:50]([CH3:53])([CH3:52])[CH3:51])[C:44]=1[O:45][Si](C)(C)C)([CH3:38])[CH3:37]. (4) Given the product [CH2:10]([N:7]1[CH2:8][CH:9]=[C:5]([CH2:4][C:3]([NH:19][OH:20])=[O:2])[C:6]1=[O:17])[C:11]1[CH:16]=[CH:15][CH:14]=[CH:13][CH:12]=1, predict the reactants needed to synthesize it. The reactants are: C[O:2][C:3](=O)[CH2:4][C:5]1[C:6](=[O:17])[N:7]([CH2:10][C:11]2[CH:16]=[CH:15][CH:14]=[CH:13][CH:12]=2)[CH2:8][CH:9]=1.[NH2:19][O:20][K].C(O)(=O)C. (5) Given the product [C:25]([NH:24][C:10]1[S:11][CH2:12][C@@H:13]2[CH2:14][N:15]([C:17]3[N:22]=[CH:21][C:20]([F:23])=[CH:19][N:18]=3)[CH2:16][C@:8]2([C:6]2[CH:7]=[C:2]([NH:1][C:42]([C:39]3[CH:38]=[N:37][C:36]([O:35][CH3:34])=[CH:41][N:40]=3)=[O:43])[CH:3]=[CH:4][C:5]=2[F:33])[N:9]=1)(=[O:32])[C:26]1[CH:31]=[CH:30][CH:29]=[CH:28][CH:27]=1, predict the reactants needed to synthesize it. The reactants are: [NH2:1][C:2]1[CH:3]=[CH:4][C:5]([F:33])=[C:6]([C@:8]23[CH2:16][N:15]([C:17]4[N:22]=[CH:21][C:20]([F:23])=[CH:19][N:18]=4)[CH2:14][C@H:13]2[CH2:12][S:11][C:10]([NH:24][C:25](=[O:32])[C:26]2[CH:31]=[CH:30][CH:29]=[CH:28][CH:27]=2)=[N:9]3)[CH:7]=1.[CH3:34][O:35][C:36]1[N:37]=[CH:38][C:39]([C:42](O)=[O:43])=[N:40][CH:41]=1.ON1C2C=CC=CC=2N=N1.Cl.CN(C)CCCN=C=NCC. (6) The reactants are: [OH-].[Na+].[C:3]([NH:11][CH:12]1[CH2:17][CH2:16][N:15]([C:18]2[N:23]=[C:22]([CH3:24])[C:21]([CH:25]([CH2:30][CH2:31][CH3:32])[C:26]([O:28]C)=[O:27])=[C:20]([C:33]3[CH:38]=[CH:37][C:36]([CH3:39])=[CH:35][CH:34]=3)[N:19]=2)[CH2:14][CH2:13]1)(=[O:10])[C:4]1[CH:9]=[CH:8][CH:7]=[CH:6][CH:5]=1. Given the product [C:3]([NH:11][CH:12]1[CH2:17][CH2:16][N:15]([C:18]2[N:23]=[C:22]([CH3:24])[C:21]([CH:25]([CH2:30][CH2:31][CH3:32])[C:26]([OH:28])=[O:27])=[C:20]([C:33]3[CH:34]=[CH:35][C:36]([CH3:39])=[CH:37][CH:38]=3)[N:19]=2)[CH2:14][CH2:13]1)(=[O:10])[C:4]1[CH:5]=[CH:6][CH:7]=[CH:8][CH:9]=1, predict the reactants needed to synthesize it.